Dataset: Catalyst prediction with 721,799 reactions and 888 catalyst types from USPTO. Task: Predict which catalyst facilitates the given reaction. Reactant: Br[C:2]1[CH:3]=[C:4]([O:10][C:11]2[CH:16]=[CH:15][C:14]([F:17])=[CH:13][C:12]=2[Br:18])[C:5]([C:8]#[N:9])=[N:6][CH:7]=1.[CH3:19][O:20][C:21]1[CH:22]=[C:23]([SH:27])[CH:24]=[CH:25][CH:26]=1.[H-].[Na+].C(=O)(O)[O-].[Na+]. Product: [Br:18][C:12]1[CH:13]=[C:14]([F:17])[CH:15]=[CH:16][C:11]=1[O:10][C:4]1[C:5]([C:8]#[N:9])=[N:6][CH:7]=[C:2]([S:27][C:23]2[CH:24]=[CH:25][CH:26]=[C:21]([O:20][CH3:19])[CH:22]=2)[CH:3]=1. The catalyst class is: 3.